From a dataset of Reaction yield outcomes from USPTO patents with 853,638 reactions. Predict the reaction yield, written as a fraction of the theoretical maximum amount of product (1.0 means a 100% yield; for example, 0.34 means a 34% yield). (1) The reactants are O.[NH2:2][C@H:3]([C:8]([OH:10])=[O:9])[CH2:4][C:5](=[O:7])[NH2:6].C(=O)([O-])[O-].[K+].[K+].[C:17](Cl)(=[O:24])[C:18]1[CH:23]=[CH:22][CH:21]=[CH:20][CH:19]=1. The catalyst is O. The product is [C:17]([NH:2][C@H:3]([C:8]([OH:10])=[O:9])[CH2:4][C:5](=[O:7])[NH2:6])(=[O:24])[C:18]1[CH:23]=[CH:22][CH:21]=[CH:20][CH:19]=1. The yield is 0.680. (2) The reactants are [Si:1]([O:8][CH2:9][C:10]1[CH:15]=[CH:14][C:13]([CH:16]([C:18]2[CH:23]=[CH:22][CH:21]=[C:20]([CH2:24][N:25]3[C:29]4=[N:30][C:31]([CH3:35])=[CH:32][C:33]([CH3:34])=[C:28]4[N:27]=[C:26]3[CH2:36][CH3:37])[CH:19]=2)[OH:17])=[CH:12][CH:11]=1)([C:4]([CH3:7])([CH3:6])[CH3:5])([CH3:3])[CH3:2]. The catalyst is C(Cl)(Cl)Cl.[O-2].[Mn+4].[O-2]. The product is [CH2:36]([C:26]1[N:25]([CH2:24][C:20]2[CH:19]=[C:18]([CH:23]=[CH:22][CH:21]=2)[C:16]([C:13]2[CH:12]=[CH:11][C:10]([CH2:9][O:8][Si:1]([C:4]([CH3:6])([CH3:7])[CH3:5])([CH3:2])[CH3:3])=[CH:15][CH:14]=2)=[O:17])[C:29]2=[N:30][C:31]([CH3:35])=[CH:32][C:33]([CH3:34])=[C:28]2[N:27]=1)[CH3:37]. The yield is 0.980. (3) The reactants are [Br:1][C:2]1[CH:7]=[CH:6][C:5]([Cl:8])=[C:4]([CH2:9][C:10]2[CH:15]=[CH:14][C:13]([O:16]CC)=[CH:12][CH:11]=2)[CH:3]=1.B(Br)(Br)Br. The catalyst is ClCCl. The product is [Br:1][C:2]1[CH:7]=[CH:6][C:5]([Cl:8])=[C:4]([CH:3]=1)[CH2:9][C:10]1[CH:15]=[CH:14][C:13]([OH:16])=[CH:12][CH:11]=1. The yield is 0.770. (4) The reactants are [NH2:1][C:2]1[CH:7]=[CH:6][C:5]([NH:8][C:9](=[O:15])[O:10][C:11]([CH3:14])([CH3:13])[CH3:12])=[CH:4][C:3]=1[S:16]([NH2:19])(=[O:18])=[O:17].CS[C:22](SC)=[C:23]1[C:32](=[O:33])[C:31]2[C:26](=[CH:27][CH:28]=[CH:29][CH:30]=2)[N:25]([NH:34][CH2:35][CH:36]2[CH2:38][CH2:37]2)[C:24]1=[O:39]. The catalyst is O1CCOCC1. The product is [CH:36]1([CH2:35][NH:34][N:25]2[C:26]3[C:31](=[CH:30][CH:29]=[CH:28][CH:27]=3)[C:32]([OH:33])=[C:23]([C:22]3[NH:1][C:2]4[CH:7]=[CH:6][C:5]([NH:8][C:9](=[O:15])[O:10][C:11]([CH3:13])([CH3:14])[CH3:12])=[CH:4][C:3]=4[S:16](=[O:17])(=[O:18])[N:19]=3)[C:24]2=[O:39])[CH2:37][CH2:38]1. The yield is 0.510.